From a dataset of Forward reaction prediction with 1.9M reactions from USPTO patents (1976-2016). Predict the product of the given reaction. (1) Given the reactants [Cl:1][C:2]1[C:7]([N:8]2[CH2:13][CH2:12][CH:11]([C:14]3[C:19]([C:20]([F:23])([F:22])[F:21])=[CH:18][CH:17]=[CH:16][N:15]=3)[CH2:10][CH2:9]2)=[CH:6][N:5]=[N:4][C:3]=1[NH:24][NH:25][C:26](=[O:31])[CH2:27][CH:28]1[CH2:30][CH2:29]1.P(Cl)(Cl)(Cl)=[O:33], predict the reaction product. The product is: [C:26]([O-:31])(=[O:33])[CH3:27].[NH4+:4].[Cl:1][C:2]1[C:3]2[N:4]([C:26]([CH2:27][CH:28]3[CH2:30][CH2:29]3)=[N:25][N:24]=2)[N:5]=[CH:6][C:7]=1[N:8]1[CH2:9][CH2:10][CH:11]([C:14]2[C:19]([C:20]([F:23])([F:21])[F:22])=[CH:18][CH:17]=[CH:16][N:15]=2)[CH2:12][CH2:13]1. (2) Given the reactants CN1C(=O)CCC1.Br[C:9]1[C:10]2[N:11]([C:16]([I:19])=[CH:17][N:18]=2)[N:12]=[C:13]([Cl:15])[CH:14]=1.[CH2:20]([NH2:24])[CH:21]([CH3:23])[CH3:22].O, predict the reaction product. The product is: [Cl:15][C:13]1[CH:14]=[C:9]([NH:24][CH2:20][CH:21]([CH3:23])[CH3:22])[C:10]2[N:11]([C:16]([I:19])=[CH:17][N:18]=2)[N:12]=1. (3) Given the reactants C(O[C:4](=[C:7]([C:10]#[N:11])[C:8]#[N:9])[CH2:5][CH3:6])C.[CH3:12][O:13][C:14]1[CH:19]=[CH:18][CH:17]=[CH:16][C:15]=1[NH:20][NH2:21].C(N(CC)CC)C, predict the reaction product. The product is: [NH2:11][C:10]1[N:20]([C:15]2[CH:16]=[CH:17][CH:18]=[CH:19][C:14]=2[O:13][CH3:12])[N:21]=[C:4]([CH2:5][CH3:6])[C:7]=1[C:8]#[N:9]. (4) Given the reactants [Br:1][C:2]1[CH:3]=[N:4][C:5]([O:8][C:9]2[CH:10]=[C:11]([CH2:15]O)[CH:12]=[CH:13][CH:14]=2)=[N:6][CH:7]=1.S(Cl)([Cl:19])=O.C1(C)C=CC=CC=1, predict the reaction product. The product is: [Br:1][C:2]1[CH:3]=[N:4][C:5]([O:8][C:9]2[CH:14]=[CH:13][CH:12]=[C:11]([CH2:15][Cl:19])[CH:10]=2)=[N:6][CH:7]=1. (5) Given the reactants [Li+].[OH-].[Br:3][C:4]1[CH:5]=[CH:6][C:7]([O:22][CH2:23][C:24]2[CH:29]=[CH:28][C:27]([F:30])=[C:26]([F:31])[CH:25]=2)=[C:8]([CH:21]=1)[C:9]([O:11]CC1C=CC(F)=C(F)C=1)=[O:10], predict the reaction product. The product is: [Br:3][C:4]1[CH:5]=[CH:6][C:7]([O:22][CH2:23][C:24]2[CH:29]=[CH:28][C:27]([F:30])=[C:26]([F:31])[CH:25]=2)=[C:8]([CH:21]=1)[C:9]([OH:11])=[O:10]. (6) Given the reactants C(OP([CH2:9][C:10]([O:12]CC)=[O:11])(OCC)=O)C.[O-]CC.[Na+].[CH3:19][C:20]([CH3:24])([CH3:23])[CH:21]=O.[OH-].[Na+].Cl, predict the reaction product. The product is: [CH3:19][C:20]([CH3:24])([CH3:23])[CH:21]=[CH:9][C:10]([OH:12])=[O:11]. (7) Given the reactants [NH2:1][CH2:2][CH2:3][C:4]1[CH:9]=[CH:8][C:7]([C:10]2[CH:15]=[CH:14][C:13]([CH:16]([CH3:25])[CH2:17][NH:18][S:19]([CH:22]([CH3:24])[CH3:23])(=[O:21])=[O:20])=[CH:12][CH:11]=2)=[CH:6][CH:5]=1.[CH3:26][O:27][C:28]1[CH:36]=[CH:35][C:31]([C:32](Cl)=[O:33])=[CH:30][CH:29]=1, predict the reaction product. The product is: [CH3:26][O:27][C:28]1[CH:36]=[CH:35][C:31]([C:32]([NH:1][CH2:2][CH2:3][C:4]2[CH:5]=[CH:6][C:7]([C:10]3[CH:15]=[CH:14][C:13]([CH:16]([CH3:25])[CH2:17][NH:18][S:19]([CH:22]([CH3:24])[CH3:23])(=[O:21])=[O:20])=[CH:12][CH:11]=3)=[CH:8][CH:9]=2)=[O:33])=[CH:30][CH:29]=1. (8) Given the reactants [C:1]([O:5][C:6]([N:8]1[CH:12]([C:13]([OH:15])=O)[CH2:11][S:10][C:9]1([CH3:17])[CH3:16])=[O:7])([CH3:4])([CH3:3])[CH3:2].CN([C:21]([O:25][N:26]1N=NC2C=CC=N[C:27]1=2)=[N+](C)C)C.F[P-](F)(F)(F)(F)F.C1C=NC2N(O)N=NC=2C=1.Cl.CNOC.C(N(CC)C(C)C)C, predict the reaction product. The product is: [CH3:21][O:25][N:26]([CH3:27])[C:13]([CH:12]1[CH2:11][S:10][C:9]([CH3:17])([CH3:16])[N:8]1[C:6]([O:5][C:1]([CH3:2])([CH3:3])[CH3:4])=[O:7])=[O:15].